Task: Regression. Given a peptide amino acid sequence and an MHC pseudo amino acid sequence, predict their binding affinity value. This is MHC class II binding data.. Dataset: Peptide-MHC class II binding affinity with 134,281 pairs from IEDB The peptide sequence is SSVFNVVNSSIGLIM. The MHC is DRB1_0405 with pseudo-sequence DRB1_0405. The binding affinity (normalized) is 0.315.